This data is from Full USPTO retrosynthesis dataset with 1.9M reactions from patents (1976-2016). The task is: Predict the reactants needed to synthesize the given product. (1) Given the product [CH3:17][C:7]1[CH:6]=[C:5]([CH:10]=[C:9]([N+:11]([O-:13])=[O:12])[CH:8]=1)[C:3]([O:2][CH3:1])=[O:4], predict the reactants needed to synthesize it. The reactants are: [CH3:1][O:2][C:3]([C:5]1[CH:6]=[C:7](B(O)O)[CH:8]=[C:9]([N+:11]([O-:13])=[O:12])[CH:10]=1)=[O:4].[C:17]([O-])(=O)C.C1(P(C2C3C(=CC=CC=3)C=CC=2)C2C3C(=CC=CC=3)C=CC=2)C2C(=CC=CC=2)C=CC=1.P([O-])([O-])([O-])=O.[K+].[K+].[K+].CI. (2) Given the product [OH:10][CH2:11][CH2:12][O:13][NH:14][C:15]([C:17]1[C:18]([NH:27][C:28]2[CH:33]=[CH:32][C:31]([Br:34])=[CH:30][C:29]=2[Cl:35])=[C:19]([Cl:26])[C:20]2[N:21]([C:23]([CH2:7][N:1]3[CH2:6][CH2:5][CH2:4][CH2:3][CH2:2]3)=[CH:24][N:25]=2)[CH:22]=1)=[O:16], predict the reactants needed to synthesize it. The reactants are: [NH:1]1[CH2:6][CH2:5][CH2:4][CH2:3][CH2:2]1.[CH2:7]=O.O.[OH:10][CH2:11][CH2:12][O:13][NH:14][C:15]([C:17]1[C:18]([NH:27][C:28]2[CH:33]=[CH:32][C:31]([Br:34])=[CH:30][C:29]=2[Cl:35])=[C:19]([Cl:26])[C:20]2[N:21]([CH:23]=[CH:24][N:25]=2)[CH:22]=1)=[O:16].